From a dataset of NCI-60 drug combinations with 297,098 pairs across 59 cell lines. Regression. Given two drug SMILES strings and cell line genomic features, predict the synergy score measuring deviation from expected non-interaction effect. Drug 1: CC1OCC2C(O1)C(C(C(O2)OC3C4COC(=O)C4C(C5=CC6=C(C=C35)OCO6)C7=CC(=C(C(=C7)OC)O)OC)O)O. Drug 2: C1=CC(=CC=C1CC(C(=O)O)N)N(CCCl)CCCl.Cl. Cell line: SK-OV-3. Synergy scores: CSS=30.3, Synergy_ZIP=0.704, Synergy_Bliss=10.7, Synergy_Loewe=7.12, Synergy_HSA=11.2.